From a dataset of Full USPTO retrosynthesis dataset with 1.9M reactions from patents (1976-2016). Predict the reactants needed to synthesize the given product. (1) Given the product [O:21]=[C:19]1[C:18]2[C:17](=[CH:25][CH:24]=[CH:23][CH:22]=2)[C:16](=[O:26])[N:20]1[CH2:2][CH:3]([NH:8][C:9](=[O:15])[O:10][C:11]([CH3:14])([CH3:13])[CH3:12])[CH2:4][CH2:5][S:6][CH3:7], predict the reactants needed to synthesize it. The reactants are: O[CH2:2][CH:3]([NH:8][C:9](=[O:15])[O:10][C:11]([CH3:14])([CH3:13])[CH3:12])[CH2:4][CH2:5][S:6][CH3:7].[C:16]1(=[O:26])[NH:20][C:19](=[O:21])[C:18]2=[CH:22][CH:23]=[CH:24][CH:25]=[C:17]12.C1(P(C2C=CC=CC=2)C2C=CC=CC=2)C=CC=CC=1.CCOC(/N=N/C(OCC)=O)=O. (2) Given the product [Cl:1][C:2]1[C:3]([N+:12]([O-:14])=[O:13])=[CH:4][C:5]([CH3:11])=[C:6]([C:7]([N:46]2[CH2:51][CH2:50][O:49][CH2:48][CH2:47]2)=[O:9])[CH:10]=1, predict the reactants needed to synthesize it. The reactants are: [Cl:1][C:2]1[C:3]([N+:12]([O-:14])=[O:13])=[CH:4][C:5]([CH3:11])=[C:6]([CH:10]=1)[C:7]([OH:9])=O.C(N(CC)CC)C.CN(C(ON1N=NC2C=CC=NC1=2)=[N+](C)C)C.F[P-](F)(F)(F)(F)F.[NH:46]1[CH2:51][CH2:50][O:49][CH2:48][CH2:47]1.